This data is from Reaction yield outcomes from USPTO patents with 853,638 reactions. The task is: Predict the reaction yield, written as a fraction of the theoretical maximum amount of product (1.0 means a 100% yield; for example, 0.34 means a 34% yield). (1) The reactants are Cl.[Cl:2][C:3]1[CH:8]=[C:7]([CH3:9])[C:6]([S:10]([N:13]2[CH2:18][CH2:17][NH:16][CH2:15][C:14]2=[O:19])(=[O:12])=[O:11])=[C:5]([N+:20]([O-:22])=[O:21])[CH:4]=1.[N:23]1([CH2:32][C:33](O)=[O:34])[CH:31]=[C:29]([CH3:30])[C:27](=[O:28])[NH:26][C:24]1=[O:25]. No catalyst specified. The product is [Cl:2][C:3]1[CH:8]=[C:7]([CH3:9])[C:6]([S:10]([N:13]2[CH2:18][CH2:17][N:16]([C:33](=[O:34])[CH2:32][N:23]3[CH:31]=[C:29]([CH3:30])[C:27](=[O:28])[NH:26][C:24]3=[O:25])[CH2:15][C:14]2=[O:19])(=[O:11])=[O:12])=[C:5]([N+:20]([O-:22])=[O:21])[CH:4]=1. The yield is 0.910. (2) The reactants are [CH3:1][C:2]([C:4]1[CH:5]=[CH:6][C:7]([OH:10])=[CH:8][CH:9]=1)=[O:3].Cl[C:12]1[CH:20]=[CH:19][C:15]([C:16]([NH2:18])=[O:17])=[CH:14][N:13]=1.C([O-])([O-])=O.[K+].[K+].C1(C)C=CC=CC=1. The catalyst is CN(C=O)C. The product is [C:2]([C:4]1[CH:9]=[CH:8][C:7]([O:10][C:14]2[N:13]=[CH:12][CH:20]=[CH:19][C:15]=2[C:16]([NH2:18])=[O:17])=[CH:6][CH:5]=1)(=[O:3])[CH3:1]. The yield is 0.200. (3) The reactants are [C:1]([Si:5]([O:8][CH:9]([CH2:14][CH2:15][C:16]1[CH:21]=[CH:20][C:19]([C:22]([CH2:41][CH3:42])([C:25]2[CH:30]=[CH:29][C:28](B3OC(C)(C)C(C)(C)O3)=[C:27]([CH3:40])[CH:26]=2)[CH2:23][CH3:24])=[CH:18][C:17]=1[CH3:43])[C:10]([CH3:13])([CH3:12])[CH3:11])([CH3:7])[CH3:6])([CH3:4])([CH3:3])[CH3:2].[CH3:44][O:45][C:46](=[O:55])[CH2:47][C:48]1[CH:49]=[N:50][CH:51]=[C:52](Br)[CH:53]=1.P([O-])([O-])([O-])=O.[K+].[K+].[K+]. The catalyst is C1C=CC([P]([Pd]([P](C2C=CC=CC=2)(C2C=CC=CC=2)C2C=CC=CC=2)([P](C2C=CC=CC=2)(C2C=CC=CC=2)C2C=CC=CC=2)[P](C2C=CC=CC=2)(C2C=CC=CC=2)C2C=CC=CC=2)(C2C=CC=CC=2)C2C=CC=CC=2)=CC=1.O. The product is [CH3:44][O:45][C:46](=[O:55])[CH2:47][C:48]1[CH:49]=[N:50][CH:51]=[C:52]([C:28]2[CH:29]=[CH:30][C:25]([C:22]([C:19]3[CH:20]=[CH:21][C:16]([CH2:15][CH2:14][CH:9]([O:8][Si:5]([C:1]([CH3:4])([CH3:3])[CH3:2])([CH3:6])[CH3:7])[C:10]([CH3:13])([CH3:12])[CH3:11])=[C:17]([CH3:43])[CH:18]=3)([CH2:23][CH3:24])[CH2:41][CH3:42])=[CH:26][C:27]=2[CH3:40])[CH:53]=1. The yield is 0.830. (4) The reactants are C[O:2][C:3](=[O:36])[C:4]1[CH:9]=[CH:8][C:7]([CH2:10][N:11]([S:27]([C:30]2[CH:35]=[CH:34][CH:33]=[CH:32][CH:31]=2)(=[O:29])=[O:28])[CH2:12][C:13]2[CH:18]=[CH:17][C:16]([C:19]([F:25])([F:24])[P:20]([OH:23])([OH:22])=[O:21])=[C:15]([Br:26])[CH:14]=2)=[CH:6][CH:5]=1.[OH-].[Na+]. The catalyst is CO.C1COCC1. The product is [C:30]1([S:27]([N:11]([CH2:10][C:7]2[CH:6]=[CH:5][C:4]([C:3]([OH:36])=[O:2])=[CH:9][CH:8]=2)[CH2:12][C:13]2[CH:18]=[CH:17][C:16]([C:19]([F:24])([F:25])[P:20]([OH:22])([OH:23])=[O:21])=[C:15]([Br:26])[CH:14]=2)(=[O:28])=[O:29])[CH:31]=[CH:32][CH:33]=[CH:34][CH:35]=1. The yield is 0.380. (5) The reactants are [CH3:1][O:2][C:3]1[C:12]([C:13]([O:15]CC)=[O:14])=[C:11]([O:18][CH3:19])[C:10]2[C:5](=[CH:6][CH:7]=[CH:8][CH:9]=2)[N:4]=1.Cl. The catalyst is [OH-].[Na+]. The yield is 0.500. The product is [CH3:1][O:2][C:3]1[C:12]([C:13]([OH:15])=[O:14])=[C:11]([O:18][CH3:19])[C:10]2[C:5](=[CH:6][CH:7]=[CH:8][CH:9]=2)[N:4]=1. (6) The reactants are [C:1]([N:8]1[CH2:16][CH2:15][CH2:14][C@@H:10]([C:11]([OH:13])=O)[CH2:9]1)([O:3][C:4]([CH3:7])([CH3:6])[CH3:5])=[O:2].[NH2:17][C:18]1[CH:23]=[CH:22][CH:21]=[CH:20][CH:19]=1.C1CCC(N=C=NC2CCCCC2)CC1. The catalyst is C(Cl)Cl. The yield is 0.990. The product is [C:18]1([NH:17][C:11]([C@@H:10]2[CH2:14][CH2:15][CH2:16][N:8]([C:1]([O:3][C:4]([CH3:5])([CH3:6])[CH3:7])=[O:2])[CH2:9]2)=[O:13])[CH:23]=[CH:22][CH:21]=[CH:20][CH:19]=1. (7) The reactants are [Cl:1][C:2]1[CH:3]=[C:4]([C@:8]([C@@H:16]2[CH2:21][CH2:20][CH2:19][NH:18][CH2:17]2)([OH:15])[CH2:9][CH2:10][CH2:11][CH2:12][O:13][CH3:14])[CH:5]=[CH:6][CH:7]=1.[N+](C1C=CC([O:29][C:30]([NH:32][CH2:33][C@@H:34]([NH:42][C:43](=[O:49])[O:44][C:45]([CH3:48])([CH3:47])[CH3:46])[CH2:35][CH:36]2[CH2:41][CH2:40][CH2:39][CH2:38][CH2:37]2)=O)=CC=1)([O-])=O.CCN(C(C)C)C(C)C. The catalyst is CC#N.C(Cl)Cl.CCOCC. The product is [Cl:1][C:2]1[CH:3]=[C:4]([C@:8]([C@@H:16]2[CH2:21][CH2:20][CH2:19][N:18]([C:30]([NH:32][CH2:33][C@@H:34]([NH:42][C:43](=[O:49])[O:44][C:45]([CH3:47])([CH3:46])[CH3:48])[CH2:35][CH:36]3[CH2:37][CH2:38][CH2:39][CH2:40][CH2:41]3)=[O:29])[CH2:17]2)([OH:15])[CH2:9][CH2:10][CH2:11][CH2:12][O:13][CH3:14])[CH:5]=[CH:6][CH:7]=1. The yield is 0.490.